From a dataset of Full USPTO retrosynthesis dataset with 1.9M reactions from patents (1976-2016). Predict the reactants needed to synthesize the given product. (1) Given the product [Br:56][CH2:21][C:18]1[CH:17]=[CH:16][C:15]([C:12]2[CH:11]=[C:10]([C:23]([NH:25][CH2:26][C:27]3[C:28](=[O:35])[NH:29][C:30]([CH3:34])=[CH:31][C:32]=3[CH3:33])=[O:24])[C:9]3[CH:8]=[N:7][N:6]([CH:1]4[CH2:2][CH2:3][CH2:4][CH2:5]4)[C:14]=3[CH:13]=2)=[CH:20][CH:19]=1, predict the reactants needed to synthesize it. The reactants are: [CH:1]1([N:6]2[C:14]3[CH:13]=[C:12]([C:15]4[CH:20]=[CH:19][C:18]([CH2:21]O)=[CH:17][CH:16]=4)[CH:11]=[C:10]([C:23]([NH:25][CH2:26][C:27]4[C:28](=[O:35])[NH:29][C:30]([CH3:34])=[CH:31][C:32]=4[CH3:33])=[O:24])[C:9]=3[CH:8]=[N:7]2)[CH2:5][CH2:4][CH2:3][CH2:2]1.C1(P(C2C=CC=CC=2)C2C=CC=CC=2)C=CC=CC=1.C(Br)(Br)(Br)[Br:56].O. (2) Given the product [CH2:8]([C:3]1[CH:4]=[CH:5][CH:6]=[CH:7][C:2]=1[B:25]([OH:28])[OH:26])[CH2:9][CH2:10][CH2:11][CH2:12][CH2:13][CH3:14], predict the reactants needed to synthesize it. The reactants are: Br[C:2]1[CH:7]=[CH:6][CH:5]=[CH:4][C:3]=1[CH2:8][CH2:9][CH2:10][CH2:11][CH2:12][CH2:13][CH3:14].C([Li])(C)(C)C.CCCCC.[B:25](OC)([O:28]C)[O:26]C. (3) Given the product [CH3:1][NH:2][C:3]([C:5]1[CH:6]=[C:7]2[C:11](=[CH:12][CH:13]=1)[N:10]([C:15]1[CH:20]=[CH:19][C:18]([N+:21]([O-:23])=[O:22])=[CH:17][CH:16]=1)[CH:9]=[CH:8]2)=[O:4], predict the reactants needed to synthesize it. The reactants are: [CH3:1][NH:2][C:3]([C:5]1[CH:6]=[C:7]2[C:11](=[CH:12][CH:13]=1)[NH:10][CH:9]=[CH:8]2)=[O:4].F[C:15]1[CH:20]=[CH:19][C:18]([N+:21]([O-:23])=[O:22])=[CH:17][CH:16]=1. (4) Given the product [CH3:13][S:14]([C:17]1[CH:22]=[CH:21][C:20]([C:2]2[C:6]3[N:7]=[CH:8][N:9]=[C:10]([S:11][CH3:12])[C:5]=3[S:4][CH:3]=2)=[CH:19][CH:18]=1)(=[O:16])=[O:15], predict the reactants needed to synthesize it. The reactants are: Br[C:2]1[C:6]2[N:7]=[CH:8][N:9]=[C:10]([S:11][CH3:12])[C:5]=2[S:4][CH:3]=1.[CH3:13][S:14]([C:17]1[CH:22]=[CH:21][C:20](B(O)O)=[CH:19][CH:18]=1)(=[O:16])=[O:15].C(=O)([O-])[O-].[Na+].[Na+]. (5) Given the product [F:1][C:2]1[CH:3]=[C:4]([CH:9]2[CH2:14][CH2:13][N:12]([C:15]([O:17][CH2:18][C:19]3[CH:24]=[CH:23][CH:22]=[CH:21][CH:20]=3)=[O:16])[CH2:11][CH:10]2[OH:25])[CH:5]=[CH:6][C:7]=1[O:8][CH3:26], predict the reactants needed to synthesize it. The reactants are: [F:1][C:2]1[CH:3]=[C:4]([CH:9]2[CH2:14][CH2:13][N:12]([C:15]([O:17][CH2:18][C:19]3[CH:24]=[CH:23][CH:22]=[CH:21][CH:20]=3)=[O:16])[CH2:11][CH:10]2[OH:25])[CH:5]=[CH:6][C:7]=1[OH:8].[C:26](=O)([O-])[O-].[K+].[K+].S(OC)(OC)(=O)=O. (6) Given the product [CH3:14][C@@H:12]1[CH2:13][NH:8][CH2:9][C@H:10]([NH:15][C:16](=[O:22])[O:17][C:18]([CH3:21])([CH3:20])[CH3:19])[CH2:11]1, predict the reactants needed to synthesize it. The reactants are: C([N:8]1[CH2:13][C@@H:12]([CH3:14])[CH2:11][C@@H:10]([NH:15][C:16](=[O:22])[O:17][C:18]([CH3:21])([CH3:20])[CH3:19])[CH2:9]1)C1C=CC=CC=1.C(O)C. (7) Given the product [F:17][C:10]1([F:18])[C@H:11]([OH:16])[C@@H:12]([CH2:14][OH:15])[O:13][C@H:9]1[N:3]1[CH:2]=[CH:1][C:7]([N:32]([CH:20]([CH2:21][CH2:22][CH2:23][CH2:24][CH2:25][CH2:26][CH2:27][CH2:28][CH3:29])[CH2:54][CH3:55])[C:33]([C:35]2[C:36]([C:41]([NH2:78])=[O:43])=[N:37][CH:38]=[CH:39][N:40]=2)=[O:34])=[N:6][C:4]1=[O:5], predict the reactants needed to synthesize it. The reactants are: [CH:1]1[C:7](N)=[N:6][C:4](=[O:5])[N:3]([C@@H:9]2[O:13][C@H:12]([CH2:14][OH:15])[C@@H:11]([OH:16])[C:10]2([F:18])[F:17])[CH:2]=1.Cl.[CH2:20]([NH:32][C:33]([C:35]1[C:36]([C:41]([OH:43])=O)=[N:37][CH:38]=[CH:39][N:40]=1)=[O:34])[CH2:21][CH2:22][CH2:23][CH2:24][CH2:25][CH2:26][CH2:27][CH2:28][CH2:29]CC.F[P-](F)(F)(F)(F)F.N1(O[P+](N2CCCC2)(N2CCCC2)N2CCCC2)[C:55]2C=CC=C[C:54]=2N=N1.C[N:78](C)C=O. (8) Given the product [NH2:27][C:28]1[CH:33]=[CH:32][C:31]([C:2]2[N:7]=[C:6]3[N:8]([CH:11]4[CH2:16][CH2:15][N:14]([C:17]([O:19][CH3:20])=[O:18])[CH2:13][CH2:12]4)[N:9]=[CH:10][C:5]3=[C:4]([N:21]3[CH2:26][CH2:25][O:24][CH2:23][CH2:22]3)[N:3]=2)=[CH:30][CH:29]=1, predict the reactants needed to synthesize it. The reactants are: Cl[C:2]1[N:7]=[C:6]2[N:8]([CH:11]3[CH2:16][CH2:15][N:14]([C:17]([O:19][CH3:20])=[O:18])[CH2:13][CH2:12]3)[N:9]=[CH:10][C:5]2=[C:4]([N:21]2[CH2:26][CH2:25][O:24][CH2:23][CH2:22]2)[N:3]=1.[NH2:27][C:28]1[CH:33]=[CH:32][C:31](B2OC(C)(C)C(C)(C)O2)=[CH:30][CH:29]=1.C(=O)([O-])[O-].[Na+].[Na+]. (9) Given the product [CH3:1][O:2][C:3]1[CH:4]=[C:5]([CH:24]=[CH:25][CH:26]=1)[CH2:6][NH:7][C:8]([C:10]1[S:31][CH:30]=[C:13]([C:15]2[C:23]3[C:18](=[N:19][CH:20]=[CH:21][CH:22]=3)[NH:17][CH:16]=2)[CH:14]=1)=[O:9], predict the reactants needed to synthesize it. The reactants are: [CH3:1][O:2][C:3]1[CH:4]=[C:5]([CH:24]=[CH:25][CH:26]=1)[CH2:6][NH:7][C:8]([C:10]1[CH:14]=[C:13]([C:15]2[C:23]3[C:18](=[N:19][CH:20]=[CH:21][CH:22]=3)[NH:17][CH:16]=2)SC=1)=[O:9].BrC1C=[C:30](C(O)=O)[S:31]C=1. (10) Given the product [O:17]=[C:15]1[CH2:14][O:13][C:12]2[CH:18]=[CH:19][C:9]([B:4]([OH:5])[OH:3])=[CH:10][C:11]=2[NH:16]1, predict the reactants needed to synthesize it. The reactants are: CC1(C)C(C)(C)[O:5][B:4]([C:9]2[CH:19]=[CH:18][C:12]3[O:13][CH2:14][C:15](=[O:17])[NH:16][C:11]=3[CH:10]=2)[O:3]1.C1(B(O)O)C=CC=CC=1.Cl.